Dataset: Forward reaction prediction with 1.9M reactions from USPTO patents (1976-2016). Task: Predict the product of the given reaction. (1) Given the reactants C(C1C=C(NC(=O)CCCC2C=CC([B:25]([OH:27])[OH:26])=CC=2)C=CC=1S(CC)(=O)=O)#N.[CH2:29]([O:36][C:37]([NH:39][C@@H:40]([C:47]1[CH:52]=[CH:51][CH:50]=[C:49]([NH:53][C:54](=[O:67])/[CH:55]=[CH:56]/[CH2:57][C:58]2[C:63]([CH3:64])=[CH:62][C:61](Br)=[CH:60][C:59]=2[CH3:66])[CH:48]=1)[CH2:41][C:42]([O:44][CH2:45][CH3:46])=[O:43])=[O:38])[C:30]1[CH:35]=[CH:34][CH:33]=[CH:32][CH:31]=1, predict the reaction product. The product is: [CH2:29]([O:36][C:37]([NH:39][C@@H:40]([C:47]1[CH:48]=[C:49]([NH:53][C:54](=[O:67])/[CH:55]=[CH:56]/[CH2:57][C:58]2[C:63]([CH3:64])=[CH:62][C:61]([B:25]([OH:27])[OH:26])=[CH:60][C:59]=2[CH3:66])[CH:50]=[CH:51][CH:52]=1)[CH2:41][C:42]([O:44][CH2:45][CH3:46])=[O:43])=[O:38])[C:30]1[CH:35]=[CH:34][CH:33]=[CH:32][CH:31]=1. (2) Given the reactants [N+:1]([CH2:4][C@@:5]1([CH2:16][C:17]([O:19][C:20]([CH3:23])([CH3:22])[CH3:21])=[O:18])[CH2:11][C@H:10]2[C@@H:6]1[CH:7]=[C:8]([CH:12]([CH2:14][CH3:15])[CH3:13])[CH2:9]2)([O-])=O.[Cl-].[NH4+], predict the reaction product. The product is: [NH2:1][CH2:4][C@@:5]1([CH2:16][C:17]([O:19][C:20]([CH3:22])([CH3:21])[CH3:23])=[O:18])[CH2:11][C@H:10]2[C@@H:6]1[CH:7]=[C:8]([CH:12]([CH2:14][CH3:15])[CH3:13])[CH2:9]2. (3) Given the reactants [CH3:1][C:2]1([CH3:27])[CH2:7][CH2:6][CH:5]([C:8]2[CH:13]=[C:12]([N:14]3[CH2:18][CH2:17][C@@H:16]([O:19][CH3:20])[CH2:15]3)[CH:11]=[CH:10][C:9]=2[N:21]2[CH2:26][CH2:25][NH:24][CH2:23][CH2:22]2)[CH2:4][CH2:3]1.[CH:28](=O)[CH2:29][CH2:30][CH3:31].C(O[BH-](OC(=O)C)OC(=O)C)(=O)C.[Na+].C(O)(=O)C.C(=O)([O-])O.[Na+], predict the reaction product. The product is: [CH2:28]([N:24]1[CH2:23][CH2:22][N:21]([C:9]2[CH:10]=[CH:11][C:12]([N:14]3[CH2:18][CH2:17][C@@H:16]([O:19][CH3:20])[CH2:15]3)=[CH:13][C:8]=2[CH:5]2[CH2:4][CH2:3][C:2]([CH3:27])([CH3:1])[CH2:7][CH2:6]2)[CH2:26][CH2:25]1)[CH2:29][CH2:30][CH3:31]. (4) Given the reactants [NH2:1][C:2]1[CH:3]=[C:4]2[C:8](=[CH:9][CH:10]=1)[NH:7][C:6](=[O:11])[C:5]2=[O:12].[F:13][C:14]1[CH:31]=[CH:30][C:17]([CH2:18][CH:19]2[CH2:24][CH2:23][N:22]([C:25](=[O:29])[C:26](O)=[O:27])[CH2:21][CH2:20]2)=[CH:16][CH:15]=1, predict the reaction product. The product is: [O:11]=[C:6]1[C:5](=[O:12])[C:4]2[C:8](=[CH:9][CH:10]=[C:2]([NH:1][C:26](=[O:27])[C:25]([N:22]3[CH2:21][CH2:20][CH:19]([CH2:18][C:17]4[CH:16]=[CH:15][C:14]([F:13])=[CH:31][CH:30]=4)[CH2:24][CH2:23]3)=[O:29])[CH:3]=2)[NH:7]1. (5) Given the reactants [C:1]12([CH2:8][O:9][C:10]3[CH:11]=[C:12](B4OC(C)(C)C(C)(C)O4)[CH:13]=[CH:14][CH:15]=3)[O:7][CH:4]([CH2:5][CH2:6]1)[CH2:3][CH2:2]2.[NH2:25][C:26]1[C:27]2[C:34](I)=[CH:33][N:32]([CH:36]3[CH2:39][CH:38]([CH2:40][OH:41])[CH2:37]3)[C:28]=2[N:29]=[CH:30][N:31]=1.C(=O)([O-])[O-].[Na+].[Na+], predict the reaction product. The product is: [NH2:25][C:26]1[C:27]2[C:34]([C:12]3[CH:13]=[CH:14][CH:15]=[C:10]([O:9][CH2:8][C:1]45[O:7][CH:4]([CH2:3][CH2:2]4)[CH2:5][CH2:6]5)[CH:11]=3)=[CH:33][N:32]([C@@H:36]3[CH2:37][C@H:38]([CH2:40][OH:41])[CH2:39]3)[C:28]=2[N:29]=[CH:30][N:31]=1. (6) Given the reactants [N:1]1[CH:6]=[CH:5][CH:4]=[CH:3][C:2]=1[CH:7]=[N:8][C@H:9]1[CH2:14][CH2:13][CH2:12][CH2:11][C@@H:10]1[N:15]=[CH:16][C:17]1[CH:22]=[CH:21][CH:20]=[CH:19][N:18]=1.O, predict the reaction product. The product is: [N:1]1[CH:6]=[CH:5][CH:4]=[CH:3][C:2]=1[CH2:7][NH:8][C@H:9]1[CH2:14][CH2:13][CH2:12][CH2:11][C@@H:10]1[NH:15][CH2:16][C:17]1[CH:22]=[CH:21][CH:20]=[CH:19][N:18]=1. (7) Given the reactants C[O:2][C:3](=O)[CH2:4][CH2:5][C:6]1[S:10][C:9]2[CH:11]=[CH:12][CH:13]=[CH:14][C:8]=2[C:7]=1[Cl:15].[Li+].[BH4-].CO.[OH-].[Na+], predict the reaction product. The product is: [Cl:15][C:7]1[C:8]2[CH:14]=[CH:13][CH:12]=[CH:11][C:9]=2[S:10][C:6]=1[CH2:5][CH2:4][CH2:3][OH:2]. (8) The product is: [OH:13][C:9]1[CH:8]=[C:7]([N:4]2[CH2:3][CH2:2][O:1][CH2:6][CH2:5]2)[CH:12]=[CH:11][C:10]=1[CH:18]=[O:19]. Given the reactants [O:1]1[CH2:6][CH2:5][N:4]([C:7]2[CH:8]=[C:9]([OH:13])[CH:10]=[CH:11][CH:12]=2)[CH2:3][CH2:2]1.C([Mg]Br)C.[CH2:18]=[O:19].Cl, predict the reaction product. (9) Given the reactants [C:1]([C:3]1[CH:8]=[CH:7][C:6]([C:9](=[O:11])[CH3:10])=[CH:5][CH:4]=1)#[CH:2].[Cl:12][C:13]1[C:14]([C:20]#[N:21])=[N:15][CH:16]=[C:17](Cl)[CH:18]=1.CN(C=O)C.C(N(CC)CC)C, predict the reaction product. The product is: [C:9]([C:6]1[CH:7]=[CH:8][C:3]([C:1]#[C:2][C:17]2[CH:18]=[C:13]([Cl:12])[C:14]([C:20]#[N:21])=[N:15][CH:16]=2)=[CH:4][CH:5]=1)(=[O:11])[CH3:10]. (10) Given the reactants [CH3:1][S:2]([C:5]1[N:10]=[C:9]([CH2:11][O:12]C2CCCCO2)[CH:8]=[CH:7][N:6]=1)(=[O:4])=[O:3].Cl, predict the reaction product. The product is: [CH3:1][S:2]([C:5]1[N:10]=[C:9]([CH2:11][OH:12])[CH:8]=[CH:7][N:6]=1)(=[O:3])=[O:4].